From a dataset of Forward reaction prediction with 1.9M reactions from USPTO patents (1976-2016). Predict the product of the given reaction. (1) Given the reactants [N:1]([CH2:4][C@@H:5]([O:15][Si:16]([CH2:21][CH3:22])([CH2:19][CH3:20])[CH2:17][CH3:18])[CH2:6][O:7][Si](CC)(CC)CC)=[N+:2]=[N-:3].CO.O.Cl, predict the reaction product. The product is: [N:1]([CH2:4][C@@H:5]([O:15][Si:16]([CH2:17][CH3:18])([CH2:21][CH3:22])[CH2:19][CH3:20])[CH2:6][OH:7])=[N+:2]=[N-:3]. (2) Given the reactants Cl.Cl.[N:3]1[C:11]2[CH:10]=[CH:9][N:8]=[CH:7][C:6]=2[O:5][C:4]=1[NH:12][CH:13]1[CH2:18][CH2:17][NH:16][CH2:15][CH2:14]1.[CH:19]([O:22][C:23]1[CH:24]=[C:25]([CH:28]=[C:29]([O:31][CH:32]([CH3:34])[CH3:33])[CH:30]=1)[CH:26]=O)([CH3:21])[CH3:20].OC1C=C(C=C(O)C=1)C=O.IC(C)C.C([O-])([O-])=O.[K+].[K+].C([BH3-])#N.[Na+].C(N(C(C)C)C(C)C)C, predict the reaction product. The product is: [CH:32]([O:31][C:29]1[CH:28]=[C:25]([CH:24]=[C:23]([O:22][CH:19]([CH3:21])[CH3:20])[CH:30]=1)[CH2:26][N:16]1[CH2:17][CH2:18][CH:13]([NH:12][C:4]2[O:5][C:6]3[CH:7]=[N:8][CH:9]=[CH:10][C:11]=3[N:3]=2)[CH2:14][CH2:15]1)([CH3:33])[CH3:34]. (3) Given the reactants [Br:1][C:2]1[CH:10]=[CH:9][CH:8]=[CH:7][C:3]=1[C:4](Cl)=[O:5].[CH3:11][O:12][C:13]1[CH:14]=[C:15]([C:19]2([OH:25])[CH2:24][CH2:23][CH2:22][NH:21][CH2:20]2)[CH:16]=[CH:17][CH:18]=1, predict the reaction product. The product is: [Br:1][C:2]1[CH:10]=[CH:9][CH:8]=[CH:7][C:3]=1[C:4]([N:21]1[CH2:22][CH2:23][CH2:24][C:19]([OH:25])([C:15]2[CH:16]=[CH:17][CH:18]=[C:13]([O:12][CH3:11])[CH:14]=2)[CH2:20]1)=[O:5]. (4) Given the reactants [CH2:1]([C:3]1[N:7]([C:8]2[C:9]([CH3:30])=[C:10]([CH:27]=[CH:28][CH:29]=2)[CH2:11][NH:12][C:13]2[CH:26]=[CH:25][C:16]3[C@H:17]([CH2:20][C:21]([O:23]C)=[O:22])[CH2:18][O:19][C:15]=3[CH:14]=2)[C:6]2[C:31]([CH3:35])=[CH:32][CH:33]=[CH:34][C:5]=2[N:4]=1)[CH3:2].[OH-].[Na+].Cl, predict the reaction product. The product is: [CH2:1]([C:3]1[N:7]([C:8]2[C:9]([CH3:30])=[C:10]([CH:27]=[CH:28][CH:29]=2)[CH2:11][NH:12][C:13]2[CH:26]=[CH:25][C:16]3[C@H:17]([CH2:20][C:21]([OH:23])=[O:22])[CH2:18][O:19][C:15]=3[CH:14]=2)[C:6]2[C:31]([CH3:35])=[CH:32][CH:33]=[CH:34][C:5]=2[N:4]=1)[CH3:2]. (5) Given the reactants C[O:2][C:3]([C:5]1([NH2:16])[CH2:15][CH2:14][CH2:13][C:8]2([O:12][CH2:11][CH2:10][O:9]2)[CH2:7][CH2:6]1)=[O:4].[CH3:17][O:18][C:19]1[CH:27]=[CH:26][C:22]([C:23](O)=[O:24])=[CH:21][C:20]=1[O:28][CH2:29][CH2:30][C:31]1[CH:32]=[C:33]([CH3:37])[CH:34]=[CH:35][CH:36]=1, predict the reaction product. The product is: [CH3:17][O:18][C:19]1[CH:27]=[CH:26][C:22]([C:23]([NH:16][C:5]2([C:3]([OH:2])=[O:4])[CH2:15][CH2:14][CH2:13][C:8]3([O:12][CH2:11][CH2:10][O:9]3)[CH2:7][CH2:6]2)=[O:24])=[CH:21][C:20]=1[O:28][CH2:29][CH2:30][C:31]1[CH:32]=[C:33]([CH3:37])[CH:34]=[CH:35][CH:36]=1. (6) Given the reactants Cl.[NH2:2][C:3]1[C:12]2[N:13]=[C:14]([CH2:39][CH2:40][O:41][CH3:42])[N:15]([CH2:16][CH2:17][CH2:18][N:19]([CH2:24][C:25]3[CH:26]=[C:27]([CH:36]=[CH:37][CH:38]=3)[O:28][C:29]3([C:32]([O:34][CH3:35])=[O:33])[CH2:31][CH2:30]3)[C:20](=[O:23])[CH2:21]Cl)[C:11]=2[C:10]2[CH:9]=[CH:8][CH:7]=[CH:6][C:5]=2[N:4]=1.[CH2:43]([NH:45][CH2:46][CH3:47])[CH3:44], predict the reaction product. The product is: [NH2:2][C:3]1[C:12]2[N:13]=[C:14]([CH2:39][CH2:40][O:41][CH3:42])[N:15]([CH2:16][CH2:17][CH2:18][N:19]([CH2:24][C:25]3[CH:26]=[C:27]([CH:36]=[CH:37][CH:38]=3)[O:28][C:29]3([C:32]([O:34][CH3:35])=[O:33])[CH2:31][CH2:30]3)[C:20](=[O:23])[CH2:21][N:45]([CH2:46][CH3:47])[CH2:43][CH3:44])[C:11]=2[C:10]2[CH:9]=[CH:8][CH:7]=[CH:6][C:5]=2[N:4]=1. (7) Given the reactants Br[CH2:2][C:3]([NH:5][C:6]1[CH:31]=[CH:30][C:9]([CH2:10][N:11]([S:20]([C:23]2[CH:28]=[CH:27][C:26]([Cl:29])=[CH:25][CH:24]=2)(=[O:22])=[O:21])[C@H:12]([CH2:16][CH:17]([CH3:19])[CH3:18])[C:13]([NH2:15])=[O:14])=[CH:8][CH:7]=1)=[O:4].[CH3:32][NH:33][CH3:34], predict the reaction product. The product is: [Cl:29][C:26]1[CH:27]=[CH:28][C:23]([S:20]([N:11]([CH2:10][C:9]2[CH:30]=[CH:31][C:6]([NH:5][C:3](=[O:4])[CH2:2][N:33]([CH3:34])[CH3:32])=[CH:7][CH:8]=2)[C@H:12]([CH2:16][CH:17]([CH3:19])[CH3:18])[C:13]([NH2:15])=[O:14])(=[O:22])=[O:21])=[CH:24][CH:25]=1. (8) Given the reactants C(O)[C@H]1O[C@H:6]([O:8][C@H:9]2[O:14][C@H:13]([CH2:15][OH:16])[C@@H:12]([OH:17])[C@H:11]([OH:18])[C@H:10]2[OH:19])[C@H:5]([OH:20])[C@@H:4]([OH:21])[C@@H:3]1[OH:22].[CH2:24]([OH:33])[C@@H:25]([C@@H:25]([C@@H:24](CO)[OH:33])[OH:26])[OH:26].C(O)[C@@H]([C@H]([C@@H](CO)O)O)O.C(O)[C@@H](O)[C@@H](O)[C@@H](O)[C@@H](O)CO, predict the reaction product. The product is: [CH2:15]([OH:16])[C@H:13]1[O:14][C@H:9]([O:8][C@@H:6]([C@H:5]([OH:20])[C@@H:4]([OH:21])[CH2:3][OH:22])[C@H:24]([OH:33])[CH2:25][OH:26])[C@H:10]([OH:19])[C@@H:11]([OH:18])[C@@H:12]1[OH:17].